From a dataset of TCR-epitope binding with 47,182 pairs between 192 epitopes and 23,139 TCRs. Binary Classification. Given a T-cell receptor sequence (or CDR3 region) and an epitope sequence, predict whether binding occurs between them. (1) The epitope is LLALHRSYL. The TCR CDR3 sequence is CASRGEQGYQETQYF. Result: 0 (the TCR does not bind to the epitope). (2) The epitope is NLVPMVATV. The TCR CDR3 sequence is CASSLSRNQPQHF. Result: 1 (the TCR binds to the epitope). (3) The epitope is KRWIILGLNK. The TCR CDR3 sequence is CASSLGLNTEAFF. Result: 0 (the TCR does not bind to the epitope). (4) Result: 1 (the TCR binds to the epitope). The epitope is GTSGSPIVNR. The TCR CDR3 sequence is CASSFFPGSGETQYF. (5) The epitope is GILGFVFTL. The TCR CDR3 sequence is CASSIYRGSYNEQFF. Result: 1 (the TCR binds to the epitope). (6) The epitope is VLAWLYAAV. The TCR CDR3 sequence is CASSSSGNTGELFF. Result: 1 (the TCR binds to the epitope). (7) The epitope is FVDGVPFVV. The TCR CDR3 sequence is CASSQGGLLHEQFF. Result: 1 (the TCR binds to the epitope). (8) The epitope is VTEHDTLLY. The TCR CDR3 sequence is CASSRLTSGGRNEQFF. Result: 0 (the TCR does not bind to the epitope). (9) The epitope is HTTDPSFLGRY. The TCR CDR3 sequence is CASSQEGAGGRNEQFF. Result: 0 (the TCR does not bind to the epitope). (10) The epitope is HLVDFQVTI. The TCR CDR3 sequence is CASSFGTEQYF. Result: 0 (the TCR does not bind to the epitope).